Dataset: Peptide-MHC class I binding affinity with 185,985 pairs from IEDB/IMGT. Task: Regression. Given a peptide amino acid sequence and an MHC pseudo amino acid sequence, predict their binding affinity value. This is MHC class I binding data. The peptide sequence is KIKTNDINVR. The MHC is HLA-A31:01 with pseudo-sequence HLA-A31:01. The binding affinity (normalized) is 0.572.